From a dataset of Full USPTO retrosynthesis dataset with 1.9M reactions from patents (1976-2016). Predict the reactants needed to synthesize the given product. (1) Given the product [CH2:2]([O:9][C:10]([C@@H:11]1[CH2:15][CH2:14][CH2:13][N:12]1[C:22](=[O:24])[CH2:21][CH2:20][CH2:19][CH2:18][C:17]([N:12]1[CH2:13][CH2:14][CH2:15][C@H:11]1[C:10]([O:9][CH2:2][C:3]1[CH:8]=[CH:7][CH:6]=[CH:5][CH:4]=1)=[O:16])=[O:26])=[O:16])[C:3]1[CH:4]=[CH:5][CH:6]=[CH:7][CH:8]=1, predict the reactants needed to synthesize it. The reactants are: Cl.[CH2:2]([O:9][C:10](=[O:16])[C@@H:11]1[CH2:15][CH2:14][CH2:13][NH:12]1)[C:3]1[CH:8]=[CH:7][CH:6]=[CH:5][CH:4]=1.[C:17]([OH:26])(=O)[CH2:18][CH2:19][CH2:20][CH2:21][C:22]([OH:24])=O. (2) Given the product [Cl:16][C:9]1[C:5]([C:2]2([Cl:1])[CH2:4][CH2:3]2)=[N:6][N:7]([CH3:15])[C:8]=1[C:10]([O:12][CH2:13][CH3:14])=[O:11], predict the reactants needed to synthesize it. The reactants are: [Cl:1][C:2]1([C:5]2[CH:9]=[C:8]([C:10]([O:12][CH2:13][CH3:14])=[O:11])[N:7]([CH3:15])[N:6]=2)[CH2:4][CH2:3]1.[Cl:16]N1C(=O)CCC1=O.